This data is from Full USPTO retrosynthesis dataset with 1.9M reactions from patents (1976-2016). The task is: Predict the reactants needed to synthesize the given product. (1) Given the product [Cl:23][C:20]1[CH:19]=[CH:18][C:17]([C@H:16]2[C@H:12]([N:10]([C:9]([O:8][C:5]3[CH:6]=[CH:7][C:2]([F:1])=[CH:3][CH:4]=3)=[O:39])[CH3:11])[CH2:13][N:14]([C:24]([CH:26]3[CH2:31][CH2:30][N:29]([C:32]4[CH:37]=[CH:36][C:35]([O:38][C:40](=[O:42])[CH3:41])=[CH:34][N:33]=4)[CH2:28][CH2:27]3)=[O:25])[CH2:15]2)=[CH:22][CH:21]=1, predict the reactants needed to synthesize it. The reactants are: [F:1][C:2]1[CH:7]=[CH:6][C:5]([O:8][C:9](=[O:39])[N:10]([C@H:12]2[C@H:16]([C:17]3[CH:22]=[CH:21][C:20]([Cl:23])=[CH:19][CH:18]=3)[CH2:15][N:14]([C:24]([CH:26]3[CH2:31][CH2:30][N:29]([C:32]4[CH:37]=[CH:36][C:35]([OH:38])=[CH:34][N:33]=4)[CH2:28][CH2:27]3)=[O:25])[CH2:13]2)[CH3:11])=[CH:4][CH:3]=1.[C:40](Cl)(=[O:42])[CH3:41]. (2) Given the product [C:1]([O:5][C:6]([N:8]1[CH2:13][CH2:12][O:11][C@H:10]([CH2:14][C:15]2[CH:20]=[CH:19][CH:18]=[C:17]([CH2:21][O:22][CH3:23])[CH:16]=2)[CH2:9]1)=[O:7])([CH3:4])([CH3:2])[CH3:3], predict the reactants needed to synthesize it. The reactants are: [C:1]([O:5][C:6]([N:8]1[CH2:13][CH2:12][O:11][C@H:10]([CH2:14][C:15]2[CH:20]=[CH:19][CH:18]=[C:17]([CH2:21][OH:22])[CH:16]=2)[CH2:9]1)=[O:7])([CH3:4])([CH3:3])[CH3:2].[CH3:23]N(C)C=O.[H-].[Na+].CI.